Dataset: Full USPTO retrosynthesis dataset with 1.9M reactions from patents (1976-2016). Task: Predict the reactants needed to synthesize the given product. (1) Given the product [CH3:1][O:2][C:3]([C:4]1[CH:9]=[CH:8][C:7]2[O:10][CH:27]([C:28]3[CH:33]=[CH:32][CH:31]=[CH:30][CH:29]=3)[N:11]([S:12]([C:15]3[CH:20]=[C:19]([Cl:21])[CH:18]=[CH:17][C:16]=3[O:22][CH3:23])(=[O:13])=[O:14])[C:6]=2[CH:5]=1)=[O:24], predict the reactants needed to synthesize it. The reactants are: [CH3:1][O:2][C:3](=[O:24])[C:4]1[CH:9]=[CH:8][C:7]([OH:10])=[C:6]([NH:11][S:12]([C:15]2[CH:20]=[C:19]([Cl:21])[CH:18]=[CH:17][C:16]=2[O:22][CH3:23])(=[O:14])=[O:13])[CH:5]=1.CO[CH:27](OC)[C:28]1[CH:33]=[CH:32][CH:31]=[CH:30][CH:29]=1.O.C1(C)C=CC(S(O)(=O)=O)=CC=1. (2) Given the product [OH:35][C@H:34]1[C@H:30]2[O:29][CH2:28][C@@H:27]([O:26][C:24]3[N:23]([CH2:36][O:37][CH2:38][CH2:39][Si:40]([CH3:41])([CH3:43])[CH3:42])[C:5]4=[N:6][C:7]([C:8]5[CH:13]=[CH:12][C:11]([C:45]6[CH:46]=[CH:47][C:48]([S:51]([N:60]([CH3:62])[CH3:61])(=[O:59])=[N:52][C:53](=[O:58])[C:54]([F:56])([F:55])[F:57])=[CH:49][CH:50]=6)=[CH:10][CH:9]=5)=[C:2]([Cl:1])[CH:3]=[C:4]4[N:25]=3)[C@H:31]2[O:32][CH2:33]1, predict the reactants needed to synthesize it. The reactants are: [Cl:1][C:2]1[CH:3]=[C:4]2[N:25]=[C:24]([O:26][C@H:27]3[C@H:31]4[O:32][CH2:33][C@@H:34]([OH:35])[C@H:30]4[O:29][CH2:28]3)[N:23]([CH2:36][O:37][CH2:38][CH2:39][Si:40]([CH3:43])([CH3:42])[CH3:41])[C:5]2=[N:6][C:7]=1[C:8]1[CH:13]=[CH:12][C:11](B2OC(C)(C)C(C)(C)O2)=[CH:10][CH:9]=1.Br[C:45]1[CH:50]=[CH:49][C:48]([S:51]([N:60]([CH3:62])[CH3:61])(=[O:59])=[N:52][C:53](=[O:58])[C:54]([F:57])([F:56])[F:55])=[CH:47][CH:46]=1. (3) Given the product [NH2:1][C:2]1[N:7]=[C:6]([N:8]2[C:12]3[CH:13]=[C:14]([C:28]#[C:27][C:25]([OH:29])([C:21]4[S:20][CH:24]=[CH:23][N:22]=4)[CH3:26])[CH:15]=[CH:16][C:11]=3[NH:10][C:9]2=[O:18])[CH:5]=[CH:4][N:3]=1, predict the reactants needed to synthesize it. The reactants are: [NH2:1][C:2]1[N:7]=[C:6]([N:8]2[C:12]3[CH:13]=[C:14](Br)[CH:15]=[CH:16][C:11]=3[NH:10][C:9]2=[O:18])[CH:5]=[CH:4][N:3]=1.C.[S:20]1[CH:24]=[CH:23][N:22]=[C:21]1[C:25]([OH:29])([C:27]#[CH:28])[CH3:26].N1CCCCC1.